From a dataset of Catalyst prediction with 721,799 reactions and 888 catalyst types from USPTO. Predict which catalyst facilitates the given reaction. (1) Reactant: C(NCC(O)=O)(OCC1C2C(=CC=CC=2)C2C1=CC=CC=2)=O.C(Cl)Cl.[OH:26][N:27]1[C:31]2[N:32]=[CH:33][CH:34]=[CH:35][C:30]=2[N:29]=[N:28]1.[CH2:36]([Cl:39])[CH2:37][Cl:38]. Product: [CH:34]1[CH:33]=[N:32][C:31]2[N:27]([OH:26])[N:28]=[N:29][C:30]=2[CH:35]=1.[CH2:36]([Cl:39])[CH2:37][Cl:38]. The catalyst class is: 25. (2) Reactant: [NH2:1][CH2:2][C:3]1[C:4]([CH3:26])=[C:5]([C:10]2[NH:11][C:12](=[O:25])[N:13]([C:15]3[CH:20]=[CH:19][C:18]([C:21]([F:24])([F:23])[F:22])=[CH:17][CH:16]=3)[N:14]=2)[C:6]([CH3:9])=[CH:7][CH:8]=1.CN(C=O)C.CN(C(ON1N=NC2C=CC=CC1=2)=[N+](C)C)C.[B-](F)(F)(F)F.[O:54]1[CH2:58][CH2:57][CH2:56][C@@H:55]1[C:59](O)=[O:60]. Product: [CH3:26][C:4]1[C:5]([C:10]2[NH:11][C:12](=[O:25])[N:13]([C:15]3[CH:20]=[CH:19][C:18]([C:21]([F:23])([F:24])[F:22])=[CH:17][CH:16]=3)[N:14]=2)=[C:6]([CH3:9])[CH:7]=[CH:8][C:3]=1[CH2:2][NH:1][C:59]([C@H:55]1[CH2:56][CH2:57][CH2:58][O:54]1)=[O:60]. The catalyst class is: 1. (3) Reactant: [Cl:1][C:2]1[C:3]([C:27]2[CH:28]=[N:29][N:30]3[CH:35]=[CH:34][CH:33]=[CH:32][C:31]=23)=[N:4][C:5]([NH:8][C:9]2[CH:14]=[C:13]([N+:15]([O-])=O)[C:12]([N:18]3[CH2:21][CH:20]([N:22]([CH3:24])[CH3:23])[CH2:19]3)=[CH:11][C:10]=2[O:25][CH3:26])=[N:6][CH:7]=1.[NH4+].[Cl-].O. Product: [Cl:1][C:2]1[C:3]([C:27]2[CH:28]=[N:29][N:30]3[CH:35]=[CH:34][CH:33]=[CH:32][C:31]=23)=[N:4][C:5]([NH:8][C:9]2[C:10]([O:25][CH3:26])=[CH:11][C:12]([N:18]3[CH2:21][CH:20]([N:22]([CH3:24])[CH3:23])[CH2:19]3)=[C:13]([NH2:15])[CH:14]=2)=[N:6][CH:7]=1. The catalyst class is: 186. (4) Reactant: [CH2:1]([NH2:3])[CH3:2].Cl[C:5]1[CH:10]=[C:9]([Cl:11])[CH:8]=[CH:7][C:6]=1[N+:12]([O-:14])=[O:13].C(N(CC)CC)C.O. Product: [Cl:11][C:9]1[CH:8]=[CH:7][C:6]([N+:12]([O-:14])=[O:13])=[C:5]([NH:3][CH2:1][CH3:2])[CH:10]=1. The catalyst class is: 1. (5) Reactant: CC([Si](C)(C)[O:6][CH2:7][CH2:8][CH2:9][C:10]1[C:18]2[C:13](=[CH:14][CH:15]=[C:16]([C:19]([O:21][CH2:22][CH3:23])=[O:20])[CH:17]=2)[NH:12][C:11]=1[Si](C)(C)C)(C)C. Product: [OH:6][CH2:7][CH2:8][CH2:9][C:10]1[C:18]2[C:13](=[CH:14][CH:15]=[C:16]([C:19]([O:21][CH2:22][CH3:23])=[O:20])[CH:17]=2)[NH:12][CH:11]=1. The catalyst class is: 23. (6) Reactant: [C:1]([C:5]1[NH:16][C:8]2=[N:9][CH:10]=[C:11]([N+:13]([O-])=O)[CH:12]=[C:7]2[CH:6]=1)([CH3:4])([CH3:3])[CH3:2]. Product: [C:1]([C:5]1[NH:16][C:8]2=[N:9][CH:10]=[C:11]([NH2:13])[CH:12]=[C:7]2[CH:6]=1)([CH3:4])([CH3:2])[CH3:3]. The catalyst class is: 94. (7) Product: [Br:1][C:2]1[CH:3]=[CH:4][C:5]([C:8]([O:11][CH3:13])([CH3:9])[CH3:10])=[CH:6][N:7]=1. The catalyst class is: 9. Reactant: [Br:1][C:2]1[N:7]=[CH:6][C:5]([C:8]([OH:11])([CH3:10])[CH3:9])=[CH:4][CH:3]=1.I[CH3:13].[H-].[Na+].O.